From a dataset of Full USPTO retrosynthesis dataset with 1.9M reactions from patents (1976-2016). Predict the reactants needed to synthesize the given product. (1) The reactants are: FC(F)(F)S(O[C:7]1[CH:12]=[CH:11][C:10]([C:13]2[C:18]([CH3:19])=[N:17][C:16]([CH3:20])=[C:15]([C:21](=[O:23])[NH2:22])[N:14]=2)=[CH:9][CH:8]=1)(=O)=O.[Cl:26][C:27]1[CH:28]=[C:29]([C:42]2([C:46]([O:48][CH3:49])=[O:47])[CH2:45][CH2:44][CH2:43]2)[CH:30]=[CH:31][C:32]=1B1OC(C)(C)C(C)(C)O1.P([O-])([O-])([O-])=O.[K+].[K+].[K+].CO. Given the product [C:21]([C:15]1[N:14]=[C:13]([C:10]2[CH:11]=[CH:12][C:7]([C:32]3[CH:31]=[CH:30][C:29]([C:42]4([C:46]([O:48][CH3:49])=[O:47])[CH2:45][CH2:44][CH2:43]4)=[CH:28][C:27]=3[Cl:26])=[CH:8][CH:9]=2)[C:18]([CH3:19])=[N:17][C:16]=1[CH3:20])(=[O:23])[NH2:22], predict the reactants needed to synthesize it. (2) The reactants are: C[O-].[Na+].Br[C:5]1[C:6]([CH2:33][N:34]2[CH2:39][CH2:38][CH2:37][C@H:36]([N:40]([CH3:48])[C:41](=[O:47])[O:42][C:43]([CH3:46])([CH3:45])[CH3:44])[CH2:35]2)=[C:7]([C:29]([F:32])([F:31])[F:30])[CH:8]=[C:9]2[C:14]=1[N:13]=[CH:12][N:11]([CH2:15][C:16]1[CH:21]=[C:20]([Cl:22])[CH:19]=[CH:18][C:17]=1[S:23]([CH2:26][CH3:27])(=[O:25])=[O:24])[C:10]2=[O:28].[C:49](OCC)(=[O:51])C. Given the product [Cl:22][C:20]1[CH:19]=[CH:18][C:17]([S:23]([CH2:26][CH3:27])(=[O:25])=[O:24])=[C:16]([CH2:15][N:11]2[C:10](=[O:28])[C:9]3[C:14](=[C:5]([O:51][CH3:49])[C:6]([CH2:33][N:34]4[CH2:39][CH2:38][CH2:37][C@H:36]([N:40]([CH3:48])[C:41](=[O:47])[O:42][C:43]([CH3:45])([CH3:44])[CH3:46])[CH2:35]4)=[C:7]([C:29]([F:31])([F:30])[F:32])[CH:8]=3)[N:13]=[CH:12]2)[CH:21]=1, predict the reactants needed to synthesize it.